The task is: Predict the product of the given reaction.. This data is from Forward reaction prediction with 1.9M reactions from USPTO patents (1976-2016). The product is: [Br:1][C:2]1[CH:7]=[N:6][C:5]([N:8]2[CH2:9][CH2:10][N:11]([S:14](/[CH:17]=[CH:45]/[CH2:44][CH2:43][C:38]3[N:39]=[CH:40][CH:41]=[CH:42][N:37]=3)(=[O:16])=[O:15])[CH2:12][CH2:13]2)=[N:4][CH:3]=1. Given the reactants [Br:1][C:2]1[CH:3]=[N:4][C:5]([N:8]2[CH2:13][CH2:12][N:11]([S:14]([CH3:17])(=[O:16])=[O:15])[CH2:10][CH2:9]2)=[N:6][CH:7]=1.C[Si]([N-][Si](C)(C)C)(C)C.[Li+].ClP(=O)(OCC)OCC.[N:37]1[CH:42]=[CH:41][CH:40]=[N:39][C:38]=1[CH2:43][CH2:44][CH:45]=O, predict the reaction product.